The task is: Predict the reactants needed to synthesize the given product.. This data is from Full USPTO retrosynthesis dataset with 1.9M reactions from patents (1976-2016). Given the product [CH2:1]([O:3][C:4]1[CH:9]=[CH:8][C:7]([NH:10][C:25]([NH:24][C:21]2[CH:20]=[C:19]([CH3:18])[O:23][N:22]=2)=[O:26])=[C:6]([NH:11][C:12]2[CH:17]=[CH:16][N:15]=[CH:14][CH:13]=2)[CH:5]=1)[CH3:2], predict the reactants needed to synthesize it. The reactants are: [CH2:1]([O:3][C:4]1[CH:5]=[C:6]([NH:11][C:12]2[CH:17]=[CH:16][N:15]=[CH:14][CH:13]=2)[C:7]([NH2:10])=[CH:8][CH:9]=1)[CH3:2].[CH3:18][C:19]1[O:23][N:22]=[C:21]([NH:24][C:25](=O)[O:26]C2C=CC=CC=2)[CH:20]=1.